This data is from Full USPTO retrosynthesis dataset with 1.9M reactions from patents (1976-2016). The task is: Predict the reactants needed to synthesize the given product. Given the product [C:1]([O:5][C:6](=[O:27])[NH:7][C@@H:8]1[C:17]2[C:12](=[CH:13][CH:14]=[CH:15][CH:16]=2)[C@H:11]([O:18][CH2:19][C:20]2[CH:25]=[CH:24][N:23]=[C:22]([NH:26][C:40](=[O:41])[CH2:39][O:38][CH3:37])[CH:21]=2)[CH2:10][CH2:9]1)([CH3:4])([CH3:2])[CH3:3], predict the reactants needed to synthesize it. The reactants are: [C:1]([O:5][C:6](=[O:27])[NH:7][C@@H:8]1[C:17]2[C:12](=[CH:13][CH:14]=[CH:15][CH:16]=2)[C@H:11]([O:18][CH2:19][C:20]2[CH:25]=[CH:24][N:23]=[C:22]([NH2:26])[CH:21]=2)[CH2:10][CH2:9]1)([CH3:4])([CH3:3])[CH3:2].CCN(C(C)C)C(C)C.[CH3:37][O:38][CH2:39][C:40](Cl)=[O:41].